From a dataset of Full USPTO retrosynthesis dataset with 1.9M reactions from patents (1976-2016). Predict the reactants needed to synthesize the given product. (1) The reactants are: C(OC([N:8]1[CH2:12]/[C:11](=[CH:13]\[Cl:14])/[CH2:10][C@H:9]1[C:15]([OH:17])=O)=O)(C)(C)C.[CH2:18]([N:20]1[C:32]2[CH:31]=[CH:30][C:29]([NH2:33])=[CH:28][C:27]=2[C:26]2[C:21]1=[CH:22][CH:23]=[CH:24][CH:25]=2)[CH3:19]. Given the product [Cl:14][CH:13]=[C:11]1[CH2:12][NH:8][C@H:9]([C:15]([NH:33][C:29]2[CH:30]=[CH:31][C:32]3[N:20]([CH2:18][CH3:19])[C:21]4[C:26]([C:27]=3[CH:28]=2)=[CH:25][CH:24]=[CH:23][CH:22]=4)=[O:17])[CH2:10]1, predict the reactants needed to synthesize it. (2) Given the product [C:31]([O:30][C:29]([NH:1][C:2]1[C:3]([C:13](=[O:21])[CH2:14][C:15]2[N:19]([CH3:20])[N:18]=[CH:17][N:16]=2)=[C:4]([CH:9]=[C:10]([F:12])[CH:11]=1)[C:5]([O:7][CH3:8])=[O:6])=[O:35])([CH3:34])([CH3:33])[CH3:32], predict the reactants needed to synthesize it. The reactants are: [NH2:1][C:2]1[C:3]([C:13](=[O:21])[CH2:14][C:15]2[N:19]([CH3:20])[N:18]=[CH:17][N:16]=2)=[C:4]([CH:9]=[C:10]([F:12])[CH:11]=1)[C:5]([O:7][CH3:8])=[O:6].C(N(CC)CC)C.[C:29](=O)([O:35]C(C)(C)C)[O:30][C:31]([CH3:34])([CH3:33])[CH3:32]. (3) Given the product [CH2:11]([O:15][CH2:4][CH2:5][CH2:6][CH2:7][CH2:8][CH2:9][Br:10])[CH2:12][C:13]#[CH:14], predict the reactants needed to synthesize it. The reactants are: [OH-].[Na+].Br[CH2:4][CH2:5][CH2:6][CH2:7][CH2:8][CH2:9][Br:10].[CH2:11]([OH:15])[CH2:12][C:13]#[CH:14].COC(C)(C)C.